Dataset: Forward reaction prediction with 1.9M reactions from USPTO patents (1976-2016). Task: Predict the product of the given reaction. Given the reactants C[Si]([N-][Si](C)(C)C)(C)C.[Na+].[Br:11][C:12]1[N:17]=[CH:16][C:15]2[CH:18]=[C:19]([C:21]3[CH:22]=[N:23][N:24]([CH3:26])[CH:25]=3)[NH:20][C:14]=2[CH:13]=1.Br[CH2:28][CH:29]1[CH2:31][CH2:30]1, predict the reaction product. The product is: [Br:11][C:12]1[N:17]=[CH:16][C:15]2[CH:18]=[C:19]([C:21]3[CH:22]=[N:23][N:24]([CH3:26])[CH:25]=3)[N:20]([CH2:28][CH:29]3[CH2:31][CH2:30]3)[C:14]=2[CH:13]=1.